This data is from Full USPTO retrosynthesis dataset with 1.9M reactions from patents (1976-2016). The task is: Predict the reactants needed to synthesize the given product. (1) The reactants are: [NH2:1][CH2:2][C:3]1[C:4]([CH2:21][C:22]([CH3:25])([CH3:24])[CH3:23])=[N:5][C:6]([CH3:20])=[C:7]([C:12]=1[C:13]1[CH:18]=[CH:17][C:16]([CH3:19])=[CH:15][CH:14]=1)[C:8]([O:10]C)=[O:9].[C:34](O[C:34]([O:36][C:37]([CH3:40])([CH3:39])[CH3:38])=[O:35])([O:36][C:37]([CH3:40])([CH3:39])[CH3:38])=[O:35].[OH-].[Na+].Cl. Given the product [C:37]([O:36][C:34]([NH:1][CH2:2][C:3]1[C:4]([CH2:21][C:22]([CH3:25])([CH3:24])[CH3:23])=[N:5][C:6]([CH3:20])=[C:7]([C:12]=1[C:13]1[CH:18]=[CH:17][C:16]([CH3:19])=[CH:15][CH:14]=1)[C:8]([OH:10])=[O:9])=[O:35])([CH3:38])([CH3:39])[CH3:40], predict the reactants needed to synthesize it. (2) Given the product [CH3:1][O:2][C:3](=[O:52])[NH:4][C@H:5]1[CH2:10][CH2:9][N:8]([C:11]2[CH:16]=[C:15]([C:17]#[N:18])[CH:14]=[C:13]([NH:19][C:20]3[N:25]=[C:24]([NH:26][CH2:27][CH3:28])[C:23]4=[N:38][CH:39]=[C:40]([C:41]#[N:42])[N:22]4[N:21]=3)[C:12]=2[Cl:43])[CH2:7][C@@H:6]1[OH:44], predict the reactants needed to synthesize it. The reactants are: [CH3:1][O:2][C:3](=[O:52])[NH:4][C@@H:5]1[CH2:10][CH2:9][N:8]([C:11]2[CH:16]=[C:15]([C:17]#[N:18])[CH:14]=[C:13]([NH:19][C:20]3[N:25]=[C:24]([N:26](CC)[CH2:27][C:28]4C=CC(OC)=CC=4)[C:23]4=[N:38][CH:39]=[C:40]([C:41]#[N:42])[N:22]4[N:21]=3)[C:12]=2[Cl:43])[CH2:7][C@H:6]1[O:44][Si](C(C)(C)C)(C)C.CCCC[N+](CCCC)(CCCC)CCCC.[F-]. (3) Given the product [CH3:1][O:2][C:3]1[CH:8]=[C:7]([O:9][CH3:10])[N:6]=[C:5]([C:11]([C:12]2[C:17]([NH:18][S:19]([CH:22]([F:24])[F:23])(=[O:21])=[O:20])=[C:16]([O:25][CH3:26])[C:15]([F:27])=[CH:14][CH:13]=2)=[O:30])[N:4]=1, predict the reactants needed to synthesize it. The reactants are: [CH3:1][O:2][C:3]1[CH:8]=[C:7]([O:9][CH3:10])[N:6]=[C:5]([CH:11](SC)[C:12]2[C:17]([NH:18][S:19]([CH:22]([F:24])[F:23])(=[O:21])=[O:20])=[C:16]([O:25][CH3:26])[C:15]([F:27])=[CH:14][CH:13]=2)[N:4]=1.[OH:30]O. (4) Given the product [Cl:1][C:2]1[C:7]2[C:8]([I:11])=[CH:9][N:10]([C@H:23]3[CH2:19][CH2:20][N:21]([C:24]([O:26][C:27]([CH3:30])([CH3:29])[CH3:28])=[O:25])[CH2:22]3)[C:6]=2[CH:5]=[CH:4][N:3]=1, predict the reactants needed to synthesize it. The reactants are: [Cl:1][C:2]1[C:7]2[C:8]([I:11])=[CH:9][NH:10][C:6]=2[CH:5]=[CH:4][N:3]=1.[H-].[Na+].CS(O[C@@H:19]1[CH2:23][CH2:22][N:21]([C:24]([O:26][C:27]([CH3:30])([CH3:29])[CH3:28])=[O:25])[CH2:20]1)(=O)=O.C(OCC)(=O)C. (5) Given the product [NH2:25][C:26]1[O:22][C:21]([C:11]2[C:12]3[CH2:20][CH2:19][CH2:18][C:13]=3[C:14](=[O:17])[N:15]([CH3:16])[C:10]=2[NH:9][C:3]2[CH:4]=[CH:5][C:6]([I:8])=[CH:7][C:2]=2[F:1])=[N:23][N:24]=1, predict the reactants needed to synthesize it. The reactants are: [F:1][C:2]1[CH:7]=[C:6]([I:8])[CH:5]=[CH:4][C:3]=1[NH:9][C:10]1[N:15]([CH3:16])[C:14](=[O:17])[C:13]2[CH2:18][CH2:19][CH2:20][C:12]=2[C:11]=1[C:21]([NH:23][NH2:24])=[O:22].[N:25]#[C:26]Br.C([O-])(O)=O.[Na+]. (6) Given the product [CH3:26][C:21]1([CH3:27])[C:22]([CH3:25])([CH3:24])[O:23][B:19]([C:2]2[CH:10]=[C:9]([C:11]([F:14])([F:13])[F:12])[C:5]([C:6]([OH:8])=[O:7])=[C:4]([C:15]([F:18])([F:17])[F:16])[CH:3]=2)[O:20]1, predict the reactants needed to synthesize it. The reactants are: Br[C:2]1[CH:10]=[C:9]([C:11]([F:14])([F:13])[F:12])[C:5]([C:6]([OH:8])=[O:7])=[C:4]([C:15]([F:18])([F:17])[F:16])[CH:3]=1.[B:19]1([B:19]2[O:23][C:22]([CH3:25])([CH3:24])[C:21]([CH3:27])([CH3:26])[O:20]2)[O:23][C:22]([CH3:25])([CH3:24])[C:21]([CH3:27])([CH3:26])[O:20]1.CC([O-])=O.[K+].CCOC(C)=O. (7) Given the product [NH2:12][C@@H:3]([C:4]1[CH:9]=[C:8]([F:10])[CH:7]=[C:6]([Br:11])[CH:5]=1)[CH2:2][NH:1][C:25](=[O:27])[CH3:26], predict the reactants needed to synthesize it. The reactants are: [NH2:1][CH2:2][C@@H:3]([NH:12][S@](C(C)(C)C)=O)[C:4]1[CH:9]=[C:8]([F:10])[CH:7]=[C:6]([Br:11])[CH:5]=1.N1C=CC=CC=1.[C:25](OC(=O)C)(=[O:27])[CH3:26].Cl.